From a dataset of Forward reaction prediction with 1.9M reactions from USPTO patents (1976-2016). Predict the product of the given reaction. (1) Given the reactants [CH3:1][O:2][C:3](=[O:30])[CH2:4][C:5]1[CH:10]=[CH:9][CH:8]=[C:7]([O:11][CH2:12][CH2:13][CH2:14][NH:15][CH2:16][CH:17]([C:24]2[CH:29]=[CH:28][CH:27]=[CH:26][CH:25]=2)[C:18]2[CH:23]=[CH:22][CH:21]=[CH:20][CH:19]=2)[CH:6]=1.[I:31][C:32]1[CH:33]=[C:34]([CH:37]=[CH:38][CH:39]=1)[CH2:35]Br.C(=O)([O-])[O-].[K+].[K+], predict the reaction product. The product is: [CH3:1][O:2][C:3](=[O:30])[CH2:4][C:5]1[CH:10]=[CH:9][CH:8]=[C:7]([O:11][CH2:12][CH2:13][CH2:14][N:15]([CH2:16][CH:17]([C:24]2[CH:29]=[CH:28][CH:27]=[CH:26][CH:25]=2)[C:18]2[CH:19]=[CH:20][CH:21]=[CH:22][CH:23]=2)[CH2:35][C:34]2[CH:37]=[CH:38][CH:39]=[C:32]([I:31])[CH:33]=2)[CH:6]=1. (2) Given the reactants [C:1]1([CH2:7][CH2:8][CH2:9][N:10]2[CH2:19][CH2:18][C:17]3([C:20]4[CH:25]=[CH:24][CH:23]=[C:22]([O:26][CH3:27])[CH:21]=4)[C:12]([CH3:29])([CH2:13][CH2:14][CH:15]([NH2:28])[CH2:16]3)[CH2:11]2)[CH:6]=[CH:5][CH:4]=[CH:3][CH:2]=1.[CH2:30]1C[O:33][CH2:32][CH2:31]1.C([N:37]([CH2:40][CH3:41])[CH2:38][CH3:39])C.CN([P+](ON1N=N[C:55]2[CH:56]=C[CH:58]=[CH:59][C:54]1=2)(N(C)C)N(C)C)C.F[P-](F)(F)(F)(F)F, predict the reaction product. The product is: [CH2:40]1[C:41]2[C:56](=[CH:55][CH:54]=[CH:59][CH:58]=2)[CH2:39][CH2:38][N:37]1[CH2:30][CH2:31][C:32]([NH:28][CH:15]1[CH2:14][CH2:13][C:12]2([CH3:29])[C:17]([C:20]3[CH:25]=[CH:24][CH:23]=[C:22]([O:26][CH3:27])[CH:21]=3)([CH2:18][CH2:19][N:10]([CH2:9][CH2:8][CH2:7][C:1]3[CH:6]=[CH:5][CH:4]=[CH:3][CH:2]=3)[CH2:11]2)[CH2:16]1)=[O:33].